Dataset: Catalyst prediction with 721,799 reactions and 888 catalyst types from USPTO. Task: Predict which catalyst facilitates the given reaction. (1) Reactant: [Cl:1][C:2]1[C:3]([N:10]2[CH:20]=[C:13]3[C:14](Cl)=[N:15][CH:16]=[C:17]([F:18])[C:12]3=[N:11]2)=[C:4]([CH:7]=[CH:8][CH:9]=1)[C:5]#[N:6].[Br:21][Si](C)(C)C. Product: [Br:21][C:14]1[C:13]2=[CH:20][N:10]([C:3]3[C:2]([Cl:1])=[CH:9][CH:8]=[CH:7][C:4]=3[C:5]#[N:6])[N:11]=[C:12]2[C:17]([F:18])=[CH:16][N:15]=1. The catalyst class is: 397. (2) Reactant: [N-:1]=[N+:2]=[N-:3].[Na+].[Cl:5][C:6]1[CH:7]=[CH:8][C:9]([NH:30][C:31]2[C:39]3[C:34](=[CH:35][N:36]=[CH:37][CH:38]=3)[O:33][C:32]=2[C:40]2[N:45]=[CH:44][CH:43]=[CH:42][N:41]=2)=[C:10]2[C:14]=1[N:13]([C:15]([O:17][C:18]([CH3:21])([CH3:20])[CH3:19])=[O:16])[N:12]=[C:11]2[CH2:22][CH2:23][CH2:24]OS(C)(=O)=O. Product: [N:1]([CH2:24][CH2:23][CH2:22][C:11]1[C:10]2[C:14](=[C:6]([Cl:5])[CH:7]=[CH:8][C:9]=2[NH:30][C:31]2[C:39]3[C:34](=[CH:35][N:36]=[CH:37][CH:38]=3)[O:33][C:32]=2[C:40]2[N:45]=[CH:44][CH:43]=[CH:42][N:41]=2)[N:13]([C:15]([O:17][C:18]([CH3:19])([CH3:21])[CH3:20])=[O:16])[N:12]=1)=[N+:2]=[N-:3]. The catalyst class is: 248. (3) Reactant: [C:12]([O:11][C:9](O[C:9]([O:11][C:12]([CH3:15])([CH3:14])[CH3:13])=[O:10])=[O:10])([CH3:15])([CH3:14])[CH3:13].[Br:16][C:17]1[CH:26]=[C:25]2[C:20]([CH2:21][CH2:22][NH:23][CH2:24]2)=[CH:19][CH:18]=1.C(N(CC)CC)C. Product: [Br:16][C:17]1[CH:26]=[C:25]2[C:20]([CH2:21][CH2:22][N:23]([C:9]([O:11][C:12]([CH3:13])([CH3:14])[CH3:15])=[O:10])[CH2:24]2)=[CH:19][CH:18]=1. The catalyst class is: 7. (4) Reactant: Br[CH:2]([CH2:6][CH3:7])[C:3](O)=[O:4].C(Cl)CCl.C1C=CC2N(O)N=NC=2C=1.[NH2:22][C:23]1[CH:28]=[CH:27][CH:26]=[CH:25][C:24]=1[OH:29]. Product: [CH2:6]([CH:2]1[O:29][C:24]2[CH:25]=[CH:26][CH:27]=[CH:28][C:23]=2[NH:22][C:3]1=[O:4])[CH3:7]. The catalyst class is: 18. (5) Reactant: [CH2:1]([O:3][C:4](=[O:17])[CH2:5][O:6][C:7]1[CH:12]=[CH:11][C:10]([S:13](Cl)(=O)=O)=[CH:9][CH:8]=1)[CH3:2].[Sn].Cl.C(Cl)Cl. Product: [CH2:1]([O:3][C:4](=[O:17])[CH2:5][O:6][C:7]1[CH:8]=[CH:9][C:10]([SH:13])=[CH:11][CH:12]=1)[CH3:2]. The catalyst class is: 714. (6) Reactant: [NH2:1][C:2]1[CH:3]=[CH:4][C:5]([NH:24][C:25]([O:27][C:28]([CH3:31])([CH3:30])[CH3:29])=[O:26])=[C:6]([C:8]#[C:9][C:10]2[CH:11]=[C:12]([NH:16][C:17](=[O:23])[O:18][C:19]([CH3:22])([CH3:21])[CH3:20])[CH:13]=[CH:14][CH:15]=2)[CH:7]=1. Product: [NH2:1][C:2]1[CH:3]=[CH:4][C:5]([NH:24][C:25]([O:27][C:28]([CH3:31])([CH3:30])[CH3:29])=[O:26])=[C:6]([CH2:8][CH2:9][C:10]2[CH:11]=[C:12]([NH:16][C:17](=[O:23])[O:18][C:19]([CH3:22])([CH3:21])[CH3:20])[CH:13]=[CH:14][CH:15]=2)[CH:7]=1. The catalyst class is: 43. (7) Reactant: [CH3:1][O:2][C:3](=[O:8])[CH:4](Cl)[CH:5]=O.[NH2:9][C:10]([NH2:12])=[S:11].C. Product: [CH3:1][O:2][C:3]([C:4]1[S:11][C:10]([NH2:12])=[N:9][CH:5]=1)=[O:8]. The catalyst class is: 6. (8) Reactant: [F:1][C:2]1[CH:7]=[C:6]([C:8]([F:11])([F:10])[F:9])[CH:5]=[C:4]([C@@:12]([C:22]2[CH:27]=[CH:26][C:25]([F:28])=[CH:24][CH:23]=2)([N+:20]#[C-:21])[CH2:13][C:14]2[CH:19]=[CH:18][CH:17]=[CH:16][CH:15]=2)[CH:3]=1.[F:29][C:30]([F:35])([F:34])[CH2:31][CH:32]=[O:33].N1C=CC=CC=1.FC(F)(F)C(O)=[O:45]. Product: [F:29][C:30]([F:35])([F:34])[CH2:31][C@H:32]([OH:33])[C:21]([NH:20][C@@:12]([C:4]1[CH:5]=[C:6]([C:8]([F:10])([F:11])[F:9])[CH:7]=[C:2]([F:1])[CH:3]=1)([C:22]1[CH:27]=[CH:26][C:25]([F:28])=[CH:24][CH:23]=1)[CH2:13][C:14]1[CH:15]=[CH:16][CH:17]=[CH:18][CH:19]=1)=[O:45].[F:29][C:30]([F:35])([F:34])[CH2:31][C@@H:32]([OH:33])[C:21]([NH:20][C@@:12]([C:4]1[CH:5]=[C:6]([C:8]([F:10])([F:11])[F:9])[CH:7]=[C:2]([F:1])[CH:3]=1)([C:22]1[CH:27]=[CH:26][C:25]([F:28])=[CH:24][CH:23]=1)[CH2:13][C:14]1[CH:15]=[CH:16][CH:17]=[CH:18][CH:19]=1)=[O:45]. The catalyst class is: 2.